This data is from Full USPTO retrosynthesis dataset with 1.9M reactions from patents (1976-2016). The task is: Predict the reactants needed to synthesize the given product. (1) Given the product [CH3:1][N:2]1[C:14]([C:12]2[S:13][C:6]3[C:5]([S:4][CH3:3])=[N:10][CH:9]=[N:8][C:7]=3[CH:11]=2)=[C:20]([C:21]2[CH:12]=[CH:11][CH:7]=[CH:6][CH:5]=2)[N:19]=[CH:18]1, predict the reactants needed to synthesize it. The reactants are: [CH3:1][NH2:2].[CH3:3][S:4][C:5]1[C:6]2[S:13][C:12]([CH:14]=O)=[CH:11][C:7]=2[N:8]=[CH:9][N:10]=1.N1[CH2:21][CH2:20][NH:19][CH2:18]C1.O. (2) Given the product [F:17][C:14]1[CH:15]=[CH:16][C:11]([C@@H:9]([NH:8][C:6]2[N:5]=[C:4]([N:18]3[CH2:22][CH2:21][CH:20]([OH:23])[CH2:19]3)[CH:3]=[C:2]([NH:24][C:25]3[CH:30]=[N:29][CH:28]=[CH:27][N:26]=3)[N:7]=2)[CH3:10])=[CH:12][CH:13]=1, predict the reactants needed to synthesize it. The reactants are: Cl[C:2]1[N:7]=[C:6]([NH:8][C@H:9]([C:11]2[CH:16]=[CH:15][C:14]([F:17])=[CH:13][CH:12]=2)[CH3:10])[N:5]=[C:4]([N:18]2[CH2:22][CH2:21][CH:20]([OH:23])[CH2:19]2)[CH:3]=1.[NH2:24][C:25]1[CH:30]=[N:29][CH:28]=[CH:27][N:26]=1.P([O-])([O-])([O-])=O.[K+].[K+].[K+]. (3) The reactants are: [CH3:1][C:2]1[C:19]([CH2:20][C:21]2[C:30]3[C:25](=[CH:26][CH:27]=[CH:28][CH:29]=3)[CH:24]=[CH:23][CH:22]=2)=[C:5]2[N:6]=[C:7]([N:13]3[CH2:18][CH2:17][O:16][CH2:15][CH2:14]3)[CH:8]=[C:9]([C:10]([NH2:12])=O)[N:4]2[N:3]=1.COC(OC)[N:34]([CH3:36])C.O.[NH2:40]N. Given the product [CH3:1][C:2]1[C:19]([CH2:20][C:21]2[C:26]3[C:25](=[CH:30][CH:29]=[CH:28][CH:27]=3)[CH:24]=[CH:23][CH:22]=2)=[C:5]2[N:6]=[C:7]([N:13]3[CH2:18][CH2:17][O:16][CH2:15][CH2:14]3)[CH:8]=[C:9]([C:10]3[N:34]=[CH:36][NH:40][N:12]=3)[N:4]2[N:3]=1, predict the reactants needed to synthesize it. (4) Given the product [Cl:1][C:2]1[CH:8]=[CH:7][C:5]([NH:6][C:13](=[O:18])[C:14]([OH:16])=[O:15])=[CH:4][C:3]=1[N+:9]([O-:11])=[O:10], predict the reactants needed to synthesize it. The reactants are: [Cl:1][C:2]1[CH:8]=[CH:7][C:5]([NH2:6])=[CH:4][C:3]=1[N+:9]([O-:11])=[O:10].Cl[C:13](=[O:18])[C:14]([O:16]C)=[O:15]. (5) Given the product [CH:11]([C:8]1[N:6]2[N:7]=[C:2]([C:16]3[CH:17]=[CH:18][C:19]([O:21][C:22]([F:23])([F:24])[F:25])=[CH:20][C:15]=3[CH3:14])[CH:3]=[CH:4][C:5]2=[N:10][N:9]=1)([CH3:13])[CH3:12], predict the reactants needed to synthesize it. The reactants are: Cl[C:2]1[CH:3]=[CH:4][C:5]2[N:6]([C:8]([CH:11]([CH3:13])[CH3:12])=[N:9][N:10]=2)[N:7]=1.[CH3:14][C:15]1[CH:20]=[C:19]([O:21][C:22]([F:25])([F:24])[F:23])[CH:18]=[CH:17][C:16]=1B(O)O.C([O-])([O-])=O.[Na+].[Na+].CN(C=O)C.